This data is from Full USPTO retrosynthesis dataset with 1.9M reactions from patents (1976-2016). The task is: Predict the reactants needed to synthesize the given product. (1) The reactants are: [Cl:1][C:2]1[CH:7]=[CH:6][C:5]([NH:8][C:9]2[N:14]3[N:15]=[CH:16][C:17]([S:18](=[O:23])(=[O:22])[NH:19][CH2:20][CH3:21])=[C:13]3[N:12]=[CH:11][C:10]=2[C:24](OCC)=[O:25])=[C:4]([CH3:29])[CH:3]=1.[F:30][C:31]1[CH:36]=[CH:35][C:34]([CH:37]2[CH2:42][CH2:41][NH:40][CH2:39][CH2:38]2)=[CH:33][CH:32]=1. Given the product [CH2:20]([NH:19][S:18]([C:17]1[CH:16]=[N:15][N:14]2[C:9]([NH:8][C:5]3[CH:6]=[CH:7][C:2]([Cl:1])=[CH:3][C:4]=3[CH3:29])=[C:10]([C:24]([N:40]3[CH2:41][CH2:42][CH:37]([C:34]4[CH:33]=[CH:32][C:31]([F:30])=[CH:36][CH:35]=4)[CH2:38][CH2:39]3)=[O:25])[CH:11]=[N:12][C:13]=12)(=[O:22])=[O:23])[CH3:21], predict the reactants needed to synthesize it. (2) Given the product [OH:13][CH2:12][C:4]1[CH:3]=[C:2]([CH:7]=[C:6]([C:8]([F:11])([F:10])[F:9])[CH:5]=1)[C:14]#[N:15], predict the reactants needed to synthesize it. The reactants are: Br[C:2]1[CH:3]=[C:4]([CH2:12][OH:13])[CH:5]=[C:6]([C:8]([F:11])([F:10])[F:9])[CH:7]=1.[CH3:14][N:15](C)C=O.